The task is: Regression. Given a peptide amino acid sequence and an MHC pseudo amino acid sequence, predict their binding affinity value. This is MHC class I binding data.. This data is from Peptide-MHC class I binding affinity with 185,985 pairs from IEDB/IMGT. The peptide sequence is QAAILMGLDK. The MHC is HLA-A68:01 with pseudo-sequence HLA-A68:01. The binding affinity (normalized) is 0.451.